From a dataset of Full USPTO retrosynthesis dataset with 1.9M reactions from patents (1976-2016). Predict the reactants needed to synthesize the given product. (1) Given the product [CH2:1]([N:5]([CH2:49][C:50]1[CH:55]=[CH:54][C:53]([Cl:56])=[C:52]([Cl:57])[CH:51]=1)[C:6]([C:8]1[C:12]([Cl:13])=[C:11]([CH3:14])[N:10]([C:15]2[CH:23]=[CH:22][C:21]([C:24](=[O:48])[NH:25][S:26]([C:29]3[CH:38]=[CH:37][C:36]4[C:31](=[C:32]([O:39][CH2:40][CH2:41][N:42]5[CH2:43][CH2:44][O:45][CH2:46][CH2:47]5)[CH:33]=[CH:34][CH:35]=4)[CH:30]=3)(=[O:28])=[O:27])=[CH:20][C:16]=2[C:17]([N:59]2[C@H:60]([CH2:68][OH:69])[CH2:61][C:62]3[C:67](=[CH:66][CH:65]=[CH:64][CH:63]=3)[CH2:58]2)=[O:18])[N:9]=1)=[O:7])[CH2:2][CH2:3][CH3:4], predict the reactants needed to synthesize it. The reactants are: [CH2:1]([N:5]([CH2:49][C:50]1[CH:55]=[CH:54][C:53]([Cl:56])=[C:52]([Cl:57])[CH:51]=1)[C:6]([C:8]1[C:12]([Cl:13])=[C:11]([CH3:14])[N:10]([C:15]2[CH:23]=[CH:22][C:21]([C:24](=[O:48])[NH:25][S:26]([C:29]3[CH:38]=[CH:37][C:36]4[C:31](=[C:32]([O:39][CH2:40][CH2:41][N:42]5[CH2:47][CH2:46][O:45][CH2:44][CH2:43]5)[CH:33]=[CH:34][CH:35]=4)[CH:30]=3)(=[O:28])=[O:27])=[CH:20][C:16]=2[C:17](O)=[O:18])[N:9]=1)=[O:7])[CH2:2][CH2:3][CH3:4].[CH2:58]1[C:67]2[C:62](=[CH:63][CH:64]=[CH:65][CH:66]=2)[CH2:61][C@@H:60]([CH2:68][OH:69])[NH:59]1. (2) Given the product [CH2:1]([O:8][CH2:9][C@@H:10]1[CH2:11][C@@H:12]([C:33]2[C:37]3[N:38]=[CH:39][N:40]=[C:41]([NH:42][C@@H:43]4[C:51]5[C:46](=[CH:47][CH:48]=[CH:49][CH:50]=5)[CH2:45][CH2:44]4)[C:36]=3[O:35][CH:34]=2)[CH2:13][C@H:14]1[OH:15])[C:2]1[CH:3]=[CH:4][CH:5]=[CH:6][CH:7]=1, predict the reactants needed to synthesize it. The reactants are: [CH2:1]([O:8][CH2:9][C@H:10]1[C@H:14]([O:15][Si](C(C)(C)C)(C2C=CC=CC=2)C2C=CC=CC=2)[CH2:13][C@H:12]([C:33]2[C:37]3[N:38]=[CH:39][N:40]=[C:41]([NH:42][C@@H:43]4[C:51]5[C:46](=[CH:47][CH:48]=[CH:49][CH:50]=5)[CH2:45][CH2:44]4)[C:36]=3[O:35][CH:34]=2)[CH2:11]1)[C:2]1[CH:7]=[CH:6][CH:5]=[CH:4][CH:3]=1.[F-].C([N+](CCCC)(CCCC)CCCC)CCC. (3) The reactants are: C([NH:8][C:9]1([CH2:15][C:16]([NH2:18])=[O:17])[CH2:12][S:11](=[O:14])(=[O:13])[CH2:10]1)C1C=CC=CC=1. Given the product [NH2:8][C:9]1([CH2:15][C:16]([NH2:18])=[O:17])[CH2:10][S:11](=[O:13])(=[O:14])[CH2:12]1, predict the reactants needed to synthesize it. (4) Given the product [N:24]([N:12]1[C:11]2[CH:13]=[CH:14][CH:15]=[CH:16][C:10]=2[O:9][CH2:8][CH:7]1[C:1]1[CH:2]=[CH:3][CH:4]=[CH:5][CH:6]=1)=[O:25], predict the reactants needed to synthesize it. The reactants are: [C:1]1([CH:7]2[NH:12][C:11]3[CH:13]=[CH:14][CH:15]=[CH:16][C:10]=3[O:9][CH2:8]2)[CH:6]=[CH:5][CH:4]=[CH:3][CH:2]=1.FC(F)(F)C(O)=O.[N:24](OCCCC)=[O:25].C(=O)([O-])[O-].[K+].[K+]. (5) Given the product [CH2:34]([O:33][C:23]1[CH:22]=[C:21]([O:20][CH2:19][C:18](=[O:41])[O:17][CH2:16][CH2:15][Si:14]([CH3:42])([CH3:43])[CH3:13])[CH:26]=[CH:25][C:24]=1[N:27]([S:2]([NH:5][C:6]([O:12][C:8]([CH3:11])([CH3:10])[CH3:9])=[O:7])(=[O:4])=[O:3])[CH2:28][C:29]([O:31][CH3:32])=[O:30])[C:35]1[CH:36]=[CH:37][CH:38]=[CH:39][CH:40]=1, predict the reactants needed to synthesize it. The reactants are: Cl[S:2]([N:5]=[C:6]=[O:7])(=[O:4])=[O:3].[C:8]([OH:12])([CH3:11])([CH3:10])[CH3:9].[CH3:13][Si:14]([CH3:43])([CH3:42])[CH2:15][CH2:16][O:17][C:18](=[O:41])[CH2:19][O:20][C:21]1[CH:26]=[CH:25][C:24]([NH:27][CH2:28][C:29]([O:31][CH3:32])=[O:30])=[C:23]([O:33][CH2:34][C:35]2[CH:40]=[CH:39][CH:38]=[CH:37][CH:36]=2)[CH:22]=1.C(N(CC)CC)C. (6) Given the product [C:14]1([C:2]2[CH:7]=[C:6]([N+:8]([O-:10])=[O:9])[CH:5]=[C:4]([N+:11]([O-:13])=[O:12])[CH:3]=2)[CH2:18][CH2:17][CH2:16][CH:15]=1, predict the reactants needed to synthesize it. The reactants are: Br[C:2]1[CH:7]=[C:6]([N+:8]([O-:10])=[O:9])[CH:5]=[C:4]([N+:11]([O-:13])=[O:12])[CH:3]=1.[C:14]1(B(O)O)[CH2:18][CH2:17][CH2:16][CH:15]=1.C(=O)([O-])[O-].[K+].[K+]. (7) Given the product [CH2:6]([O:5][C:3]([C:2]1[N:1]=[C:45]([CH:42]2[CH2:43][CH2:44][N:39]([C:37]([O:36][C:32]([CH3:33])([CH3:35])[CH3:34])=[O:38])[CH2:40][CH2:41]2)[O:9][N:8]=1)=[O:4])[CH3:7], predict the reactants needed to synthesize it. The reactants are: [NH2:1]/[C:2](=[N:8]\[OH:9])/[C:3]([O:5][CH2:6][CH3:7])=[O:4].CN(C(ON1N=NC2C=CC=CC1=2)=[N+](C)C)C.[B-](F)(F)(F)F.[C:32]([O:36][C:37]([N:39]1[CH2:44][CH2:43][CH:42]([C:45](O)=O)[CH2:41][CH2:40]1)=[O:38])([CH3:35])([CH3:34])[CH3:33].CCN(C(C)C)C(C)C.CCCC[N+](CCCC)(CCCC)CCCC.[F-]. (8) The reactants are: C[O:2][C:3]([C:5]1([NH:14][C:15](=[O:34])[C:16]2[CH:21]=[CH:20][C:19]([O:22][CH3:23])=[C:18]([O:24][CH2:25][CH2:26][C:27]3[CH:28]=[C:29]([CH3:33])[CH:30]=[CH:31][CH:32]=3)[CH:17]=2)[CH2:13][C:12]2[C:7](=[CH:8][CH:9]=[CH:10][CH:11]=2)[CH2:6]1)=[O:4].[OH-].[Li+]. Given the product [CH3:23][O:22][C:19]1[CH:20]=[CH:21][C:16]([C:15]([NH:14][C:5]2([C:3]([OH:4])=[O:2])[CH2:6][C:7]3[C:12](=[CH:11][CH:10]=[CH:9][CH:8]=3)[CH2:13]2)=[O:34])=[CH:17][C:18]=1[O:24][CH2:25][CH2:26][C:27]1[CH:28]=[C:29]([CH3:33])[CH:30]=[CH:31][CH:32]=1, predict the reactants needed to synthesize it. (9) The reactants are: CC([O-])(C)C.[K+].[C:7]1([S:13]([CH2:16]Cl)(=[O:15])=[O:14])[CH:12]=[CH:11][CH:10]=[CH:9][CH:8]=1.[CH3:18][O:19][C:20]1[CH:25]=[CH:24][C:23]([N+:26]([O-:28])=[O:27])=[CH:22][N:21]=1.C(O)(=O)C. Given the product [CH3:18][O:19][C:20]1[N:21]=[C:22]([CH2:16][S:13]([C:7]2[CH:12]=[CH:11][CH:10]=[CH:9][CH:8]=2)(=[O:15])=[O:14])[C:23]([N+:26]([O-:28])=[O:27])=[CH:24][CH:25]=1, predict the reactants needed to synthesize it.